Dataset: Catalyst prediction with 721,799 reactions and 888 catalyst types from USPTO. Task: Predict which catalyst facilitates the given reaction. (1) Reactant: Cl.[CH:2]1([CH2:5]C(=N)OCC)[CH2:4][CH2:3]1.C(=O)([O-])[O-].[K+].[K+].Cl.[NH2:18][CH2:19][C:20]#[N:21].[CH3:22][CH2:23][O:24]CC. Product: [CH2:23]([O:24][C:5]([CH:2]1[CH2:3][CH2:4]1)=[N:21][CH2:20][C:19]#[N:18])[CH3:22]. The catalyst class is: 6. (2) Reactant: [C:1]([C:5]1[CH:6]=[CH:7][C:8]([CH3:23])=[C:9]([NH:11][C:12]2[N:20]=[C:19](Cl)[N:18]=[C:17]3[C:13]=2[N:14]([CH3:22])[CH:15]=[N:16]3)[CH:10]=1)([CH3:4])([CH3:3])[CH3:2].[CH3:24][O:25][C:26]1[CH:31]=[CH:30][C:29]([N:32]2[CH2:37][CH2:36][NH:35][CH2:34][C:33]2([CH3:39])[CH3:38])=[CH:28][CH:27]=1.C(N(C(C)C)CC)(C)C. Product: [C:1]([C:5]1[CH:6]=[CH:7][C:8]([CH3:23])=[C:9]([NH:11][C:12]2[N:20]=[C:19]([N:35]3[CH2:36][CH2:37][N:32]([C:29]4[CH:30]=[CH:31][C:26]([O:25][CH3:24])=[CH:27][CH:28]=4)[C:33]([CH3:39])([CH3:38])[CH2:34]3)[N:18]=[C:17]3[C:13]=2[N:14]([CH3:22])[CH:15]=[N:16]3)[CH:10]=1)([CH3:4])([CH3:3])[CH3:2]. The catalyst class is: 41.